This data is from HIV replication inhibition screening data with 41,000+ compounds from the AIDS Antiviral Screen. The task is: Binary Classification. Given a drug SMILES string, predict its activity (active/inactive) in a high-throughput screening assay against a specified biological target. The molecule is CCOC(=O)C1(Br)CCN(S(=O)(=O)c2ccc(C)cc2)c2ccccc2C1=O. The result is 0 (inactive).